Dataset: Experimentally validated miRNA-target interactions with 360,000+ pairs, plus equal number of negative samples. Task: Binary Classification. Given a miRNA mature sequence and a target amino acid sequence, predict their likelihood of interaction. (1) The miRNA is mmu-miR-340-5p with sequence UUAUAAAGCAAUGAGACUGAUU. The protein sequence of the target gene is MVKLNSNPGEKGAKPPSVEDGFQTVPLITPLEVNHLQLAAPEKVIVKTRTEYQPEQRNKGKFRVPKIAEFTVTILVSLALAFLACIVFLVVYKAFTYDHSCPEGFVYKHKRCIPASLDAYYSSQDPSSRSRFYTVISHYSVAKQSTARAIGPWLSAAAVIHEPKPPKTQGH. Result: 1 (interaction). (2) The miRNA is hsa-miR-5006-3p with sequence UUUCCCUUUCCAUCCUGGCAG. The protein sequence of the target gene is MAEAHQAVAFQFTVTPDGVDFRLSREALKHVYLSGINSWKKRLIRIKNGILRGVYPGSPTSWLVVIMATVGSSFCNVDISLGLVSCIQRCLPQGCGPYQTPQTRALLSMAIFSTGVWVTGIFFFRQTLKLLLCYHGWMFEMHGKTSNLTRIWAMCIRLLSSRHPMLYSFQTSLPKLPVPRVSATIQRYLESVRPLLDDEEYYRMELLAKEFQDKTAPRLQKYLVLKSWWASNYVSDWWEEYIYLRGRSPLMVNSNYYVMDLVLIKNTDVQAARLGNIIHAMIMYRRKLDREEIKPVMALG.... Result: 1 (interaction). (3) The protein sequence of the target gene is MSLRCGDAARTLGPRVFGRYFCSPVRPLSSLPDKKKELLQNGPDLQDFVSGDLADRSTWDEYKGNLKRQKGERLRLPPWLKTEIPMGKNYNKLKNTLRNLNLHTVCEEARCPNIGECWGGGEYATATATIMLMGDTCTRGCRFCSVKTARNPPPLDASEPYNTAKAIAEWGLDYVVLTSVDRDDMPDGGAEHIAKTVSYLKERNPKILVECLTPDFRGDLKAIEKVALSGLDVYAHNVETVPELQSKVRDPRANFDQSLRVLKHAKKVQPDVISKTSIMLGLGENDEQVYATMKALREAD.... Result: 1 (interaction). The miRNA is hsa-miR-372-3p with sequence AAAGUGCUGCGACAUUUGAGCGU. (4) The protein sequence of the target gene is MDVFMKGLSMAKEGVVAAAEKTKQGVTEAAEKTKEGVLYVGSKTREGVVQGVASVAEKTKEQASHLGGAVFSGAGNIAAATGLVKREEFPTDLKPEEVAQEAAEEPLIEPLMEPEGESYEDPPQEEYQEYEPEA. Result: 1 (interaction). The miRNA is hsa-miR-548ah-3p with sequence CAAAAACUGCAGUUACUUUUGC. (5) Result: 0 (no interaction). The miRNA is hsa-miR-524-5p with sequence CUACAAAGGGAAGCACUUUCUC. The protein sequence of the target gene is MFSCVKPYEDQNYSALRRDCRRRKVLFEDPLFPATDDSLYYKGTPGPAVRWKRPKGICEDPRLFVDGISSHDLHQGQVGNCWFVAACSSLASRESLWQKVIPDWKEQEWDPEKPNAYAGIFHFHFWRFGEWVDVVIDDRLPTVNNQLIYCHSNSRNEFWCALVEKAYAKLAGCYQALDGGNTADALVDFTGGVSEPIDLTEGDFANDETKRNQLFERMLKVHSRGGLISASIKAVTAADMEARLACGLVKGHAYAVTDVRKVRLGHGLLAFFKSEKLDMIRLRNPWGEREWNGPWSDTSE.... (6) The miRNA is mmu-miR-1b-5p with sequence UACAUACUUCUUUACAUUCCA. The protein sequence of the target gene is MSSYLEYVSCAAGGGSGGVGGDVLGFAPKFCRADARPVALQPAFPLGSGDGAFVSCLPLATARPTPSPPAGPAQSPVPQPAAPRYAPCTLEGAYERGAAPASAAEYGFLGSGPAFDFPGALGRAADEGGAHVHYATSAVFSGGGSFLLSGQVDFAAFGEPGPFPACLKEPADGHPGPFQTVSPAPGACPKPASPTSSLPAAHSTFEWMKVKRNAPKKSKLSEYGATSPPSAIRTNFSTKQLTELEKEFHFNKYLTRARRIEIANCLQLNDTQVKIWFQNRRMKQKKREREGLLATAASVA.... Result: 1 (interaction). (7) The miRNA is mmu-miR-302c-3p with sequence AAGUGCUUCCAUGUUUCAGUGG. The protein sequence of the target gene is MEEIPAQEAAGSPRVQFQSLETQSECLSPEPQFVQDTDMEQGLTGDGETREENKLLIPKQKISEEVHSYKVRVGRLKHDITQVPETREVYKSEDRLERLQEILRKFLYLEREFRQITISKETFTSEKNNECHEPEKSFSLDSTIDADQRVLRIQNTDDNDKYDMSFNQNSASGKHEHLNLTEDFQSSECKESLMDLSHLNKWESIPNTEKSYKCDVCGKIFHQSSALTRHQRIHTREKPYKCKECEKSFSQSSSLSRHKRIHTREKPYKCEASDKSCEASDKSCSPSSGIIQHKKIHTRA.... Result: 0 (no interaction).